From a dataset of Experimentally validated miRNA-target interactions with 360,000+ pairs, plus equal number of negative samples. Binary Classification. Given a miRNA mature sequence and a target amino acid sequence, predict their likelihood of interaction. The miRNA is hsa-miR-323a-3p with sequence CACAUUACACGGUCGACCUCU. The protein sequence of the target gene is MILTKAQYEEIAQCLVSVPPTRQSLRKLKQRFPSQSQATLLSIFSQEYQKHIKRTHAKHHTPEAIESYYQRYLNGVGKNGAAPVLLELANEVDYAPSLMARIILERFLQGHEQTPPSKSVINSMLRDPSQIPDGVLANQVYQCIVNDCCYGPLVDCIKHAIGYEHEVLLRDLLLKKNLSFLDEDQLRAKGYDKTPDFILQVPVAVEGHIIHWIESKASFGDECSHHAYLHGQFWSYWNRFGPGLVIYWYGFIQELDCNRERGILLKASFPTDIVTLCHSTA. Result: 0 (no interaction).